This data is from Acute oral toxicity (LD50) regression data from Zhu et al.. The task is: Regression/Classification. Given a drug SMILES string, predict its toxicity properties. Task type varies by dataset: regression for continuous values (e.g., LD50, hERG inhibition percentage) or binary classification for toxic/non-toxic outcomes (e.g., AMES mutagenicity, cardiotoxicity, hepatotoxicity). Dataset: ld50_zhu. The molecule is CCCCOCCOC(C)=O. The rat oral LD50 is 1.82, given as -log10 of the dose in mol/kg body weight (higher means more acutely toxic).